From a dataset of Full USPTO retrosynthesis dataset with 1.9M reactions from patents (1976-2016). Predict the reactants needed to synthesize the given product. (1) Given the product [CH3:1][N:2]1[C:11](=[O:12])[C:10]2[N:9]([CH2:13][C:14]3[CH:19]=[CH:18][CH:17]=[CH:16][C:15]=3[C:20]#[N:21])[C:8]([Cl:22])=[N:7][C:6]=2[N:5]([CH2:32][CH2:31][C:28]2[CH:29]=[CH:30][C:25]([O:24][CH3:23])=[CH:26][CH:27]=2)[C:3]1=[O:4], predict the reactants needed to synthesize it. The reactants are: [CH3:1][N:2]1[C:11](=[O:12])[C:10]2[N:9]([CH2:13][C:14]3[CH:19]=[CH:18][CH:17]=[CH:16][C:15]=3[C:20]#[N:21])[C:8]([Cl:22])=[N:7][C:6]=2[NH:5][C:3]1=[O:4].[CH3:23][O:24][C:25]1[CH:30]=[CH:29][C:28]([CH2:31][CH2:32]O)=[CH:27][CH:26]=1.C1(P(C2C=CC=CC=2)C2C=CC=CC=2)C=CC=CC=1.N(C(OCC)=O)=NC(OCC)=O. (2) Given the product [Cl:13][C:14]1[CH:22]=[C:21]([Cl:23])[CH:20]=[CH:19][C:15]=1[C:16]1[O:12][C:11]2[C:2](=[C:3]([C:4]([O:6][CH3:7])=[O:5])[CH:8]=[CH:9][CH:10]=2)[N:1]=1, predict the reactants needed to synthesize it. The reactants are: [NH2:1][C:2]1[C:11]([OH:12])=[CH:10][CH:9]=[CH:8][C:3]=1[C:4]([O:6][CH3:7])=[O:5].[Cl:13][C:14]1[CH:22]=[C:21]([Cl:23])[CH:20]=[CH:19][C:15]=1[C:16](Cl)=O.O.CC1C=CC(S(O)(=O)=O)=CC=1.